From a dataset of Forward reaction prediction with 1.9M reactions from USPTO patents (1976-2016). Predict the product of the given reaction. Given the reactants C([SiH](CC)CC)C.[Br:8][C:9]1[CH:17]=[C:16]2[C:12]([C:13]([CH3:20])([CH3:19])[CH2:14][C:15]2=O)=[C:11]([F:21])[CH:10]=1, predict the reaction product. The product is: [Br:8][C:9]1[CH:17]=[C:16]2[C:12](=[C:11]([F:21])[CH:10]=1)[C:13]([CH3:20])([CH3:19])[CH2:14][CH2:15]2.